This data is from Forward reaction prediction with 1.9M reactions from USPTO patents (1976-2016). The task is: Predict the product of the given reaction. (1) Given the reactants [Cl:1][C:2]1[CH:3]=[C:4]([CH3:10])[CH:5]=[CH:6][C:7]=1[O:8][CH3:9].[Br:11]N1C(=O)CCC1=O, predict the reaction product. The product is: [Cl:1][C:2]1[CH:3]=[C:4]([CH:5]=[CH:6][C:7]=1[O:8][CH3:9])[CH2:10][Br:11]. (2) Given the reactants FC(F)(F)C(O)=O.FC(F)(F)OC1C=C([C@@H]2NC(=O)C=C2)C=CC=1.CC(N[C@@H]1C[C@H](C2C=CC=CC=2)N(C2C=CC(OC(F)(F)F)=CC=2)C1=O)(C1C=CC=C(C(F)(F)F)N=1)C.CC(N)(C1C=CC=C(C(F)(F)F)N=1)C.[CH3:76][C:77]([NH:89][C:90]1[C:91](=[O:117])[N:92]([C:106]2[CH:111]=[CH:110][C:109]([O:112][C:113]([F:116])([F:115])[F:114])=[CH:108][CH:107]=2)[C@@H:93]([C:95]2[CH:100]=[CH:99][CH:98]=[C:97]([O:101][C:102]([F:105])([F:104])[F:103])[CH:96]=2)[CH:94]=1)([C:79]1[CH:84]=[CH:83][CH:82]=[C:81]([C:85]([F:88])([F:87])[F:86])[N:80]=1)[CH3:78].C([BH3-])#N.[Na+], predict the reaction product. The product is: [CH3:78][C:77]([NH:89][C@@H:90]1[CH2:94][C@H:93]([C:95]2[CH:100]=[CH:99][CH:98]=[C:97]([O:101][C:102]([F:103])([F:104])[F:105])[CH:96]=2)[N:92]([C:106]2[CH:107]=[CH:108][C:109]([O:112][C:113]([F:114])([F:116])[F:115])=[CH:110][CH:111]=2)[C:91]1=[O:117])([C:79]1[CH:84]=[CH:83][CH:82]=[C:81]([C:85]([F:86])([F:87])[F:88])[N:80]=1)[CH3:76]. (3) Given the reactants [F:1][C:2]1[CH:3]=[C:4]([C:13]([CH3:17])([CH3:16])[C:14]#[N:15])[CH:5]=[C:6]2[C:11]=1[C:10](=[O:12])[NH:9][CH:8]=[CH:7]2.[Br:18][C:19]1[CH:26]=[CH:25][CH:24]=[C:23](F)[C:20]=1[CH:21]=[O:22].C(=O)([O-])[O-].[K+].[K+].C(OCC)(=O)C, predict the reaction product. The product is: [Br:18][C:19]1[C:20]([CH:21]=[O:22])=[C:23]([N:9]2[CH:8]=[CH:7][C:6]3[C:11](=[C:2]([F:1])[CH:3]=[C:4]([C:13]([CH3:17])([CH3:16])[C:14]#[N:15])[CH:5]=3)[C:10]2=[O:12])[CH:24]=[CH:25][CH:26]=1. (4) Given the reactants C(OC([O:8][CH2:9][C@@:10]1([C:24]#[CH:25])[O:14][C@@H:13]([N:15]2[CH:23]=[C:21]([CH3:22])[C:19](=[O:20])[NH:18][C:16]2=[O:17])[CH:12]=[CH:11]1)=O)(C)(C)C.C(=O)([O-])[O-].[K+].[K+], predict the reaction product. The product is: [C:24]([C@:10]1([CH2:9][OH:8])[O:14][C@@H:13]([N:15]2[CH:23]=[C:21]([CH3:22])[C:19](=[O:20])[NH:18][C:16]2=[O:17])[CH:12]=[CH:11]1)#[CH:25]. (5) Given the reactants [Cl:1][C:2]1[CH:3]=[C:4]2[C:8](=[CH:9][CH:10]=1)[N:7]([CH2:11][C:12]1[NH:13][CH2:14][CH2:15][N:16]=1)[CH:6]=[C:5]2[S:17]([CH2:20][CH2:21][O:22]C1CCCCO1)(=[O:19])=[O:18], predict the reaction product. The product is: [Cl:1][C:2]1[CH:3]=[C:4]2[C:8](=[CH:9][CH:10]=1)[N:7]([CH2:11][C:12]1[NH:13][CH2:14][CH2:15][N:16]=1)[CH:6]=[C:5]2[S:17]([CH2:20][CH2:21][OH:22])(=[O:18])=[O:19]. (6) The product is: [Cl:10][C:11]1[CH:12]=[CH:13][C:14]([CH:17]([CH2:23][C:22]2[NH:9][C:4]3[CH:3]=[C:2]([F:1])[CH:7]=[CH:6][C:5]=3[N:8]=2)[CH2:18][C:19]([OH:21])=[O:20])=[CH:15][CH:16]=1.[ClH:10]. Given the reactants [F:1][C:2]1[CH:7]=[CH:6][C:5]([NH2:8])=[C:4]([NH2:9])[CH:3]=1.[Cl:10][C:11]1[CH:16]=[CH:15][C:14]([CH:17]2[CH2:23][C:22](=O)[O:21][C:19](=[O:20])[CH2:18]2)=[CH:13][CH:12]=1, predict the reaction product. (7) Given the reactants [OH:1][C@@H:2]([CH2:16][CH3:17])[CH2:3][O:4][C:5]1[CH:6]=[C:7]2[C:12](=[CH:13][CH:14]=1)[C:11](=[O:15])O[CH:9]=[CH:8]2.[CH3:18][O:19][C:20]1[CH:21]=[C:22]([NH2:34])[CH:23]=[CH:24][C:25]=1[N:26]1[CH2:32][CH2:31][CH2:30][N:29]([CH3:33])[CH2:28][CH2:27]1, predict the reaction product. The product is: [OH:1][C@@H:2]([CH2:16][CH3:17])[CH2:3][O:4][C:5]1[CH:6]=[C:7]2[C:12](=[CH:13][CH:14]=1)[C:11](=[O:15])[N:34]([C:22]1[CH:23]=[CH:24][C:25]([N:26]3[CH2:32][CH2:31][CH2:30][N:29]([CH3:33])[CH2:28][CH2:27]3)=[C:20]([O:19][CH3:18])[CH:21]=1)[CH:9]=[CH:8]2. (8) Given the reactants [C:1]([O:7]CC)(=O)[CH2:2][C:3]([CH3:5])=O.Cl.[C:11]([NH2:14])(=[NH:13])[CH3:12].[O-]CC.[Na+].C(O)(=O)C, predict the reaction product. The product is: [CH3:12][CH:11]1[NH:14][C:1](=[O:7])[CH2:2][C:3]([CH3:5])=[N:13]1. (9) Given the reactants C[O:2][C:3]([C:5]1[C:6]([C:14]2[CH:19]=[CH:18][CH:17]=[CH:16][C:15]=2[N+:20]([O-:22])=[O:21])=[CH:7][CH:8]=[C:9]([C:11](=[S:13])[NH2:12])[CH:10]=1)=[O:4].Br[CH2:24][C:25]([C:27]1[CH:32]=[C:31]([Cl:33])[CH:30]=[CH:29][C:28]=1[Cl:34])=O, predict the reaction product. The product is: [Cl:34][C:28]1[CH:29]=[CH:30][C:31]([Cl:33])=[CH:32][C:27]=1[C:25]1[N:12]=[C:11]([C:9]2[CH:10]=[C:5]([C:3]([OH:2])=[O:4])[C:6]([C:14]3[CH:19]=[CH:18][CH:17]=[CH:16][C:15]=3[N+:20]([O-:22])=[O:21])=[CH:7][CH:8]=2)[S:13][CH:24]=1.